This data is from Full USPTO retrosynthesis dataset with 1.9M reactions from patents (1976-2016). The task is: Predict the reactants needed to synthesize the given product. (1) Given the product [NH:3]1[CH2:4][CH2:5][N:1]=[C:2]1[CH2:6][CH:7]([C:14]1[CH:15]=[C:16]([CH:17]=[CH:18][CH:19]=1)[CH2:20][O:21][C:33]1[CH:34]=[CH:35][C:30]([C:22]([C:23]2[CH:28]=[CH:27][CH:26]=[CH:25][CH:24]=2)=[O:29])=[CH:31][CH:32]=1)[C:8]1[CH:13]=[CH:12][CH:11]=[CH:10][N:9]=1, predict the reactants needed to synthesize it. The reactants are: [NH:1]1[CH2:5][CH2:4][N:3]=[C:2]1[CH2:6][CH:7]([C:14]1[CH:15]=[C:16]([CH2:20][OH:21])[CH:17]=[CH:18][CH:19]=1)[C:8]1[CH:13]=[CH:12][CH:11]=[CH:10][N:9]=1.[C:22]([C:30]1[CH:35]=[CH:34][C:33](O)=[CH:32][CH:31]=1)(=[O:29])[C:23]1[CH:28]=[CH:27][CH:26]=[CH:25][CH:24]=1.C1(P(C2C=CC=CC=2)C2C=CC=CC=2)C=CC=CC=1.N(C(OCC)=O)=NC(OCC)=O. (2) Given the product [OH:22][C:15]1[C:14]([C:6]2[CH:7]=[CH:8][CH:9]=[C:4]([O:3][CH3:2])[N:5]=2)=[CH:21][CH:20]=[CH:19][C:16]=1[CH:17]=[O:18], predict the reactants needed to synthesize it. The reactants are: Cl.[CH3:2][O:3][C:4]1[CH:9]=[CH:8][CH:7]=[C:6](B(O)O)[N:5]=1.Br[C:14]1[C:15]([OH:22])=[C:16]([CH:19]=[CH:20][CH:21]=1)[CH:17]=[O:18]. (3) Given the product [CH2:16]([N:18]1[CH:22]=[C:21]([C:9]2[CH:10]=[CH:11][N:12]=[CH:13][CH:14]=2)[C:20]([C:24]2[S:25][CH:26]=[CH:27][CH:28]=2)=[N:19]1)[CH3:17], predict the reactants needed to synthesize it. The reactants are: CC1(C)C(C)(C)OB([C:9]2[CH:14]=[CH:13][N:12]=[CH:11][CH:10]=2)O1.[CH2:16]([N:18]1[CH:22]=[C:21](I)[C:20]([C:24]2[S:25][CH:26]=[CH:27][CH:28]=2)=[N:19]1)[CH3:17].C(=O)([O-])[O-].[Na+].[Na+].